This data is from NCI-60 drug combinations with 297,098 pairs across 59 cell lines. The task is: Regression. Given two drug SMILES strings and cell line genomic features, predict the synergy score measuring deviation from expected non-interaction effect. (1) Drug 1: C1CC(C1)(C(=O)O)C(=O)O.[NH2-].[NH2-].[Pt+2]. Drug 2: CC1=C(C(=CC=C1)Cl)NC(=O)C2=CN=C(S2)NC3=CC(=NC(=N3)C)N4CCN(CC4)CCO. Cell line: SNB-75. Synergy scores: CSS=0.360, Synergy_ZIP=-1.67, Synergy_Bliss=0.900, Synergy_Loewe=-3.79, Synergy_HSA=-1.99. (2) Drug 1: CC(C)(C#N)C1=CC(=CC(=C1)CN2C=NC=N2)C(C)(C)C#N. Drug 2: C1CN(CCN1C(=O)CCBr)C(=O)CCBr. Cell line: HOP-92. Synergy scores: CSS=9.02, Synergy_ZIP=-0.999, Synergy_Bliss=-4.01, Synergy_Loewe=-11.0, Synergy_HSA=-11.1.